This data is from Full USPTO retrosynthesis dataset with 1.9M reactions from patents (1976-2016). The task is: Predict the reactants needed to synthesize the given product. (1) Given the product [NH2:38][CH:10]1[CH2:9][N:8]([CH2:7][C:6]2[CH:18]=[CH:19][C:3]([O:2][CH3:1])=[CH:4][CH:5]=2)[C:13](=[O:14])[CH2:12][CH2:11]1, predict the reactants needed to synthesize it. The reactants are: [CH3:1][O:2][C:3]1[CH:19]=[CH:18][C:6]([CH2:7][N:8]2[C:13](=[O:14])[CH2:12][CH2:11][CH:10](C(N)=O)[CH2:9]2)=[CH:5][CH:4]=1.C(OI(OC(=O)C)C1C=CC=CC=1)(=O)C.Cl.C(#[N:38])C. (2) Given the product [ClH:24].[ClH:24].[OH:36][C@H:28]1[CH2:29][C:30]2[C:35](=[CH:34][CH:33]=[CH:32][CH:31]=2)[C@@H:27]1[NH:26][C:14]([C@@H:5]1[CH2:4][N:3]2[CH2:18][CH2:19][CH2:20][C@@H:2]2[CH2:1][NH:6]1)=[O:16], predict the reactants needed to synthesize it. The reactants are: [CH2:1]1[N:6](C(OC(C)(C)C)=O)[C@H:5]([C:14]([O:16]C)=O)[CH2:4][N:3]2[CH2:18][CH2:19][CH2:20][C@H:2]12.O.[OH-].[Li+].[ClH:24].Cl.[NH2:26][C@H:27]1[C:35]2[C:30](=[CH:31][CH:32]=[CH:33][CH:34]=2)[CH2:29][C@@H:28]1[OH:36].Cl.C(N=C=NCCCN(C)C)C.ON1C2C=CC=CC=2N=N1.C(N(C(C)C)C(C)C)C.Cl.CO. (3) Given the product [Br:1][C:2]1[CH:7]=[CH:6][CH:5]=[CH:4][C:3]=1[CH2:8][C:9]([F:10])([F:11])[F:12], predict the reactants needed to synthesize it. The reactants are: [Br:1][C:2]1[CH:7]=[CH:6][CH:5]=[CH:4][C:3]=1[CH:8](OC(N1C=CN=C1)=S)[C:9]([F:12])([F:11])[F:10].C([SnH](CCCC)CCCC)CCC. (4) Given the product [N:1]1([CH:13]([C:16]2[N:21]=[CH:20][C:19]([C:22]3[CH:30]=[CH:29][C:25]([C:26]([NH2:28])=[O:27])=[CH:24][CH:23]=3)=[CH:18][CH:17]=2)[CH2:14][CH3:15])[CH:5]=[CH:4][N:3]=[CH:2]1, predict the reactants needed to synthesize it. The reactants are: [NH:1]1[CH:5]=[CH:4][N:3]=[CH:2]1.C(=O)([O-])[O-].[K+].[K+].Br[CH:13]([C:16]1[N:21]=[CH:20][C:19]([C:22]2[CH:30]=[CH:29][C:25]([C:26]([NH2:28])=[O:27])=[CH:24][CH:23]=2)=[CH:18][CH:17]=1)[CH2:14][CH3:15]. (5) Given the product [Cl:27][C:24]1[CH:25]=[CH:26][C:21]([C@@:9]23[O:20][C@@:6]([CH2:37][OH:38])([CH2:7][O:8]2)[C@@H:5]([OH:4])[C@H:11]([OH:12])[C@H:10]3[OH:16])=[CH:22][C:23]=1[CH2:28][C:29]1[CH:30]=[CH:31][C:32]([C:35]#[N:36])=[CH:33][CH:34]=1, predict the reactants needed to synthesize it. The reactants are: C([O:4][C@H:5]1[C@H:11]([O:12]C(=O)C)[C@@H:10]([O:16]C(=O)C)[C@:9]2([C:21]3[CH:26]=[CH:25][C:24]([Cl:27])=[C:23]([CH2:28][C:29]4[CH:34]=[CH:33][C:32]([C:35]#[N:36])=[CH:31][CH:30]=4)[CH:22]=3)[O:20][C@@:6]1([CH2:37][O:38]C(=O)C)[CH2:7][O:8]2)(=O)C.O.[OH-].[Li+]. (6) Given the product [CH3:8][CH:9]1[C:18]2([CH:19]=[CH:20][N:21]([C:24]([O:26][CH2:27][C:28]3[CH:33]=[CH:32][CH:31]=[CH:30][CH:29]=3)=[O:25])[CH2:22][CH2:23]2)[C:17]2[C:12](=[N:13][CH:14]=[CH:15][CH:16]=2)[NH:11][C:10]1=[O:42], predict the reactants needed to synthesize it. The reactants are: FC(F)(F)C(O)=O.[CH3:8][CH:9]1[C:18]2([CH:23]=[CH:22][N:21]([C:24]([O:26][CH2:27][C:28]3[CH:33]=[CH:32][CH:31]=[CH:30][CH:29]=3)=[O:25])[CH2:20][CH2:19]2)[C:17]2[C:12](=[N:13][CH:14]=[CH:15][CH:16]=2)[N:11](COCC[Si](C)(C)C)[C:10]1=[O:42].